This data is from Reaction yield outcomes from USPTO patents with 853,638 reactions. The task is: Predict the reaction yield, written as a fraction of the theoretical maximum amount of product (1.0 means a 100% yield; for example, 0.34 means a 34% yield). (1) The reactants are [C:1]([C:4]1[C:12]2[O:11][CH2:10][C@H:9]([C:13]3[CH:18]=[CH:17][C:16]([CH:19]([CH3:21])[CH3:20])=[CH:15][CH:14]=3)[C:8]=2[C:7]([CH3:22])=[C:6]([NH:23][C:24](=[O:30])[CH2:25][C:26]([CH3:29])([CH3:28])[CH3:27])[C:5]=1[CH3:31])(=[O:3])[CH3:2].[C:32](OCC)(=O)C.CCCCCC. The catalyst is C(Cl)(Cl)Cl. The product is [OH:3][C:1]([C:4]1[C:12]2[O:11][CH2:10][C@H:9]([C:13]3[CH:18]=[CH:17][C:16]([CH:19]([CH3:20])[CH3:21])=[CH:15][CH:14]=3)[C:8]=2[C:7]([CH3:22])=[C:6]([NH:23][C:24](=[O:30])[CH2:25][C:26]([CH3:29])([CH3:28])[CH3:27])[C:5]=1[CH3:31])([CH3:32])[CH3:2]. The yield is 0.820. (2) The reactants are [C:1]1([C:11]([OH:13])=[O:12])[C:10]2[C:5](=[CH:6][CH:7]=[CH:8][CH:9]=2)[CH:4]=[CH:3][CH:2]=1.[Cl:14][S:15](O)(=[O:17])=[O:16]. No catalyst specified. The product is [Cl:14][S:15]([C:6]1[CH:7]=[CH:8][CH:9]=[C:10]2[C:5]=1[CH:4]=[CH:3][CH:2]=[C:1]2[C:11]([OH:13])=[O:12])(=[O:17])=[O:16]. The yield is 0.800. (3) The reactants are [N:1]([C:3]1[C:4]([NH2:16])=[N:5][C:6]([NH2:15])=[N:7][C:8]=1[O:9][CH2:10][CH:11]([CH3:14])[CH2:12][CH3:13])=O.[ClH:17]. The catalyst is C(O)C.[Pd]. The product is [ClH:17].[ClH:17].[CH3:14][CH:11]([CH2:12][CH3:13])[CH2:10][O:9][C:8]1[N:7]=[C:6]([NH2:15])[N:5]=[C:4]([NH2:16])[C:3]=1[NH2:1]. The yield is 0.810.